This data is from NCI-60 drug combinations with 297,098 pairs across 59 cell lines. The task is: Regression. Given two drug SMILES strings and cell line genomic features, predict the synergy score measuring deviation from expected non-interaction effect. (1) Drug 1: CN(C)N=NC1=C(NC=N1)C(=O)N. Drug 2: C1=CC=C(C(=C1)C(C2=CC=C(C=C2)Cl)C(Cl)Cl)Cl. Cell line: BT-549. Synergy scores: CSS=-3.07, Synergy_ZIP=0.870, Synergy_Bliss=-0.167, Synergy_Loewe=-1.15, Synergy_HSA=-1.36. (2) Drug 2: C1CN(CCN1C(=O)CCBr)C(=O)CCBr. Cell line: HT29. Drug 1: CC1=C2C(C(=O)C3(C(CC4C(C3C(C(C2(C)C)(CC1OC(=O)C(C(C5=CC=CC=C5)NC(=O)OC(C)(C)C)O)O)OC(=O)C6=CC=CC=C6)(CO4)OC(=O)C)OC)C)OC. Synergy scores: CSS=48.7, Synergy_ZIP=-2.09, Synergy_Bliss=-4.12, Synergy_Loewe=-17.3, Synergy_HSA=-2.39. (3) Drug 1: C1CN1C2=NC(=NC(=N2)N3CC3)N4CC4. Drug 2: COC1=CC(=CC(=C1O)OC)C2C3C(COC3=O)C(C4=CC5=C(C=C24)OCO5)OC6C(C(C7C(O6)COC(O7)C8=CC=CS8)O)O. Cell line: PC-3. Synergy scores: CSS=34.2, Synergy_ZIP=-10.2, Synergy_Bliss=-1.84, Synergy_Loewe=0.150, Synergy_HSA=4.21. (4) Drug 1: C1CC2CC3=C(CC1C24CN(S(=O)(=O)N4)CC(F)(F)F)C=CC(=C3)C=CCN5CCC(CC5)C(F)(F)F. Drug 2: C1CC(C1)(C2=CC=C(C=C2)C3=C(C=C4C(=N3)C=CN5C4=NNC5=O)C6=CC=CC=C6)N. Cell line: NCI-H460. Synergy scores: CSS=36.8, Synergy_ZIP=-6.29, Synergy_Bliss=-2.19, Synergy_Loewe=0.712, Synergy_HSA=2.24. (5) Drug 1: C1=C(C(=O)NC(=O)N1)F. Drug 2: CCCCC(=O)OCC(=O)C1(CC(C2=C(C1)C(=C3C(=C2O)C(=O)C4=C(C3=O)C=CC=C4OC)O)OC5CC(C(C(O5)C)O)NC(=O)C(F)(F)F)O. Cell line: A498. Synergy scores: CSS=42.5, Synergy_ZIP=-7.10, Synergy_Bliss=-13.6, Synergy_Loewe=-12.2, Synergy_HSA=-12.2.